From a dataset of Full USPTO retrosynthesis dataset with 1.9M reactions from patents (1976-2016). Predict the reactants needed to synthesize the given product. (1) Given the product [CH2:38]([C:34]1[CH:33]=[C:32]([C:28]2[CH:27]=[C:26]([C:24]3[CH2:23][C:22](=[O:42])[NH:21][C:9]4[CH:10]=[C:11]([C:17]([F:18])([F:20])[F:19])[C:12]([O:14][CH2:15][CH3:16])=[CH:13][C:8]=4[N:7]=3)[CH:31]=[CH:30][CH:29]=2)[CH:37]=[CH:36][N:35]=1)[CH:39]([CH3:40])[CH3:41], predict the reactants needed to synthesize it. The reactants are: C(OC(=O)[NH:7][C:8]1[CH:13]=[C:12]([O:14][CH2:15][CH3:16])[C:11]([C:17]([F:20])([F:19])[F:18])=[CH:10][C:9]=1[NH:21][C:22](=[O:42])[CH2:23][C:24]([C:26]1[CH:31]=[CH:30][CH:29]=[C:28]([C:32]2[CH:37]=[CH:36][N:35]=[C:34]([CH2:38][CH:39]([CH3:41])[CH3:40])[CH:33]=2)[CH:27]=1)=O)(C)(C)C.C(O)(C(F)(F)F)=O. (2) Given the product [Br:1][C:2]1[CH:7]=[CH:6][C:5]([CH2:8][NH:9][S:12]([CH3:11])(=[O:14])=[O:13])=[C:4]([F:10])[CH:3]=1, predict the reactants needed to synthesize it. The reactants are: [Br:1][C:2]1[CH:7]=[CH:6][C:5]([CH2:8][NH2:9])=[C:4]([F:10])[CH:3]=1.[CH3:11][S:12](Cl)(=[O:14])=[O:13]. (3) Given the product [CH2:6]([N:13]1[CH:14]2[CH2:20][CH2:19][CH:18]1[CH2:17][CH:16]([NH:21][C:1](=[O:23])[CH:2]([CH3:4])[CH3:3])[CH2:15]2)[C:7]1[CH:8]=[CH:9][CH:10]=[CH:11][CH:12]=1, predict the reactants needed to synthesize it. The reactants are: [CH2:1](Cl)[CH:2]([CH3:4])[CH3:3].[CH2:6]([N:13]1[CH:18]2[CH2:19][CH2:20][CH:14]1[CH2:15][CH:16]([NH2:21])[CH2:17]2)[C:7]1[CH:12]=[CH:11][CH:10]=[CH:9][CH:8]=1.C(=O)([O-])[O-:23].[K+].[K+]. (4) Given the product [CH3:1][C:2]([CH3:35])([CH3:34])[C@H:3]([NH:8][C:9]([C:11]1[N:12]=[C:13]([C:28]2[CH:29]=[CH:30][CH:31]=[CH:32][CH:33]=2)[N:14]2[CH2:20][CH2:19][CH2:18][NH:17][CH2:16][C:15]=12)=[O:10])[C:4]([NH:6][CH3:7])=[O:5], predict the reactants needed to synthesize it. The reactants are: [CH3:1][C:2]([CH3:35])([CH3:34])[C@H:3]([NH:8][C:9]([C:11]1[N:12]=[C:13]([C:28]2[CH:33]=[CH:32][CH:31]=[CH:30][CH:29]=2)[N:14]2[CH2:20][CH2:19][CH2:18][N:17](C(OC(C)(C)C)=O)[CH2:16][C:15]=12)=[O:10])[C:4]([NH:6][CH3:7])=[O:5]. (5) The reactants are: [OH-].[Na+].[OH:3][C:4]1[CH:11]=[CH:10][C:7]([CH:8]=[O:9])=[C:6]([O:12][CH3:13])[CH:5]=1.[C:14]([O:17][C@@H:18]1[C@@H:23]([O:24][C:25](=[O:27])[CH3:26])[C@H:22]([O:28][C:29](=[O:31])[CH3:30])[C@@H:21]([CH2:32][O:33][C:34](=[O:36])[CH3:35])[O:20][C@@H:19]1Br)(=[O:16])[CH3:15]. Given the product [CH3:13][O:12][C:6]1[CH:5]=[C:4]([O:3][C@@H:19]2[O:20][C@H:21]([CH2:32][O:33][C:34](=[O:36])[CH3:35])[C@@H:22]([O:28][C:29](=[O:31])[CH3:30])[C@H:23]([O:24][C:25](=[O:27])[CH3:26])[C@H:18]2[O:17][C:14](=[O:16])[CH3:15])[CH:11]=[CH:10][C:7]=1[CH:8]=[O:9], predict the reactants needed to synthesize it. (6) Given the product [CH3:29][C:20]1[CH:21]=[C:22]([CH:23]=[CH:24][CH:25]=1)[C:26]([NH:1][C:2]1[CH:7]=[CH:6][C:5]([C:8]2[N:9]([C:17]([NH2:19])=[O:18])[C:10]3[C:15]([CH:16]=2)=[CH:14][CH:13]=[CH:12][CH:11]=3)=[CH:4][CH:3]=1)=[O:27], predict the reactants needed to synthesize it. The reactants are: [NH2:1][C:2]1[CH:7]=[CH:6][C:5]([C:8]2[N:9]([C:17]([NH2:19])=[O:18])[C:10]3[C:15]([CH:16]=2)=[CH:14][CH:13]=[CH:12][CH:11]=3)=[CH:4][CH:3]=1.[C:20]1([CH3:29])[CH:25]=[CH:24][CH:23]=[C:22]([C:26](O)=[O:27])[CH:21]=1. (7) The reactants are: [OH:1][C:2]1[CH:3]=[C:4]2[C:9](=[CH:10][C:11]=1[CH3:12])[N:8]=[CH:7][N:6]=[CH:5]2.Cl[C:14]1[C:23]2[C:18](=[CH:19][C:20]([O:26][CH3:27])=[C:21]([O:24][CH3:25])[CH:22]=2)[N:17]=[CH:16][CH:15]=1.O. Given the product [CH3:25][O:24][C:21]1[CH:22]=[C:23]2[C:18](=[CH:19][C:20]=1[O:26][CH3:27])[N:17]=[CH:16][CH:15]=[C:14]2[O:1][C:2]1[CH:3]=[C:4]2[C:9](=[CH:10][C:11]=1[CH3:12])[N:8]=[CH:7][N:6]=[CH:5]2, predict the reactants needed to synthesize it.